This data is from Forward reaction prediction with 1.9M reactions from USPTO patents (1976-2016). The task is: Predict the product of the given reaction. Given the reactants [CH3:1][NH:2][CH2:3][C@@H:4]([NH:12][CH3:13])[CH2:5][C:6]1[CH:11]=[CH:10][CH:9]=[CH:8][CH:7]=1.[CH2:14]([O:16][C:17]([CH:19]1[CH2:23][CH2:22][S:21](=[O:25])(=[O:24])[N:20]1[CH2:26][C:27]1[CH:32]=[CH:31][CH:30]=[C:29](C=O)[CH:28]=1)=[O:18])[CH3:15].[C:35]([BH3-])#N.[Na+].C(O)(=O)C, predict the reaction product. The product is: [CH2:14]([O:16][C:17]([CH:19]1[CH2:23][CH2:22][S:21](=[O:24])(=[O:25])[N:20]1[CH2:26][C:27]1[CH:28]=[CH:29][CH:30]=[C:31]([CH2:13][NH:12][C@H:4]([CH2:3][N:2]([CH3:35])[CH3:1])[CH2:5][C:6]2[CH:11]=[CH:10][CH:9]=[CH:8][CH:7]=2)[CH:32]=1)=[O:18])[CH3:15].